This data is from Buchwald-Hartwig C-N cross coupling reaction yields with 55,370 reactions. The task is: Predict the reaction yield, written as a fraction of the theoretical maximum amount of product (1.0 means a 100% yield; for example, 0.34 means a 34% yield). (1) The reactants are Clc1cccnc1.Cc1ccc(N)cc1.O=S(=O)(O[Pd]1c2ccccc2-c2ccccc2N~1)C(F)(F)F.COc1ccc(OC)c(P(C(C)(C)C)C(C)(C)C)c1-c1c(C(C)C)cc(C(C)C)cc1C(C)C.CN1CCCN2CCCN=C12.COC(=O)c1cc(-c2ccco2)on1. No catalyst specified. The product is Cc1ccc(Nc2cccnc2)cc1. The yield is 0.0241. (2) The reactants are FC(F)(F)c1ccc(Cl)cc1.Cc1ccc(N)cc1.O=S(=O)(O[Pd]1c2ccccc2-c2ccccc2N~1)C(F)(F)F.CC(C)c1cc(C(C)C)c(-c2ccccc2P(C(C)(C)C)C(C)(C)C)c(C(C)C)c1.CCN=P(N=P(N(C)C)(N(C)C)N(C)C)(N(C)C)N(C)C.CCOC(=O)c1cnoc1. No catalyst specified. The product is Cc1ccc(Nc2ccc(C(F)(F)F)cc2)cc1. The yield is 0.0101. (3) The reactants are Brc1ccccn1.Cc1ccc(N)cc1.O=S(=O)(O[Pd]1c2ccccc2-c2ccccc2N~1)C(F)(F)F.COc1ccc(OC)c(P(C(C)(C)C)C(C)(C)C)c1-c1c(C(C)C)cc(C(C)C)cc1C(C)C.CN1CCCN2CCCN=C12.Cc1cc(C)on1. No catalyst specified. The product is Cc1ccc(Nc2ccccn2)cc1. The yield is 0.868.